Task: Regression. Given a peptide amino acid sequence and an MHC pseudo amino acid sequence, predict their binding affinity value. This is MHC class I binding data.. Dataset: Peptide-MHC class I binding affinity with 185,985 pairs from IEDB/IMGT (1) The peptide sequence is LEYFQFVKKLL. The MHC is HLA-B07:02 with pseudo-sequence HLA-B07:02. The binding affinity (normalized) is 0.0847. (2) The peptide sequence is VVSYEAGEW. The MHC is HLA-A24:03 with pseudo-sequence HLA-A24:03. The binding affinity (normalized) is 0.0847. (3) The peptide sequence is IIGHIGHHY. The MHC is HLA-A03:01 with pseudo-sequence HLA-A03:01. The binding affinity (normalized) is 0.190.